From a dataset of Forward reaction prediction with 1.9M reactions from USPTO patents (1976-2016). Predict the product of the given reaction. Given the reactants I[C:2]1[C:10]2[C:5](=[N:6][CH:7]=[C:8]([C:11]3[CH:12]=[CH:13][C:14]([O:22][CH3:23])=[C:15]([NH:17][S:18]([CH3:21])(=[O:20])=[O:19])[CH:16]=3)[CH:9]=2)[N:4]([S:24]([C:27]2[CH:33]=[CH:32][C:30]([CH3:31])=[CH:29][CH:28]=2)(=[O:26])=[O:25])[CH:3]=1.[F:34][C:35]1[CH:36]=[C:37]([CH:55]=[C:56]([F:58])[CH:57]=1)[CH2:38][N:39]1[C:43]([CH3:44])=[C:42](B2OC(C)(C)C(C)(C)O2)[C:41]([CH3:54])=[N:40]1.C(=O)([O-])[O-].[Na+].[Na+], predict the reaction product. The product is: [F:34][C:35]1[CH:36]=[C:37]([CH:55]=[C:56]([F:58])[CH:57]=1)[CH2:38][N:39]1[C:43]([CH3:44])=[C:42]([C:2]2[C:10]3[C:5](=[N:6][CH:7]=[C:8]([C:11]4[CH:12]=[CH:13][C:14]([O:22][CH3:23])=[C:15]([NH:17][S:18]([CH3:21])(=[O:20])=[O:19])[CH:16]=4)[CH:9]=3)[N:4]([S:24]([C:27]3[CH:33]=[CH:32][C:30]([CH3:31])=[CH:29][CH:28]=3)(=[O:26])=[O:25])[CH:3]=2)[C:41]([CH3:54])=[N:40]1.